Dataset: Retrosynthesis with 50K atom-mapped reactions and 10 reaction types from USPTO. Task: Predict the reactants needed to synthesize the given product. (1) Given the product CCC#CCOc1cc(OC(C)C(C)(C)Cl)ncn1, predict the reactants needed to synthesize it. The reactants are: C=C(C)C(C)Oc1cc(OCC#CCC)ncn1.Cl. (2) Given the product Cc1ncn(-c2cccc(Nc3cc(-c4cccs4)ncn3)c2)c1C, predict the reactants needed to synthesize it. The reactants are: Cc1ncn(-c2cccc(N)c2)c1C.Clc1cc(-c2cccs2)ncn1.